This data is from Forward reaction prediction with 1.9M reactions from USPTO patents (1976-2016). The task is: Predict the product of the given reaction. (1) The product is: [CH2:6]([N:44]([CH2:43][C:5]1[CH:10]=[CH:9][C:8]([NH:11][C:12](=[O:27])[C:13]2[CH:14]=[CH:15][C:16]([CH2:19][N:20]([CH2:21][C:22]3[NH:26][CH:25]=[CH:24][N:23]=3)[CH2:41][C:31]3[C:40]4[C:35](=[CH:36][CH:37]=[CH:38][CH:39]=4)[CH:34]=[CH:33][N:32]=3)=[CH:17][CH:18]=2)=[CH:7][CH:6]=1)[CH2:7][CH2:8][CH3:9])[CH2:5][CH3:10]. Given the reactants C(N(CCC)[C:5]1[CH:10]=[CH:9][C:8]([NH:11][C:12](=[O:27])[C:13]2[CH:18]=[CH:17][C:16]([CH2:19][NH:20][CH2:21][C:22]3[NH:23][CH:24]=[CH:25][N:26]=3)=[CH:15][CH:14]=2)=[CH:7][CH:6]=1)CC.[C:31]1([CH:41]=O)[C:40]2[C:35](=[CH:36][CH:37]=[CH:38][CH:39]=2)[CH:34]=[CH:33][N:32]=1.[C:43]([BH3-])#[N:44].[Na+].C(=O)(O)[O-].[Na+], predict the reaction product. (2) Given the reactants [Cl:1][C:2]1[CH:3]=[CH:4][C:5]([C:28]([F:31])([F:30])[F:29])=[C:6]([CH:27]=1)[CH2:7][N:8]1[CH2:13][CH2:12][NH:11][C:10]2[N:14]=[CH:15][C:16]([C:18]3[CH:26]=[CH:25][C:21]([C:22](O)=[O:23])=[CH:20][CH:19]=3)=[CH:17][C:9]1=2.[N:32]1[C:37]2[CH:38]=[CH:39][S:40][C:36]=2[C:35]([N:41]2[CH2:46][CH2:45][NH:44][CH2:43][CH2:42]2)=[N:34][CH:33]=1, predict the reaction product. The product is: [Cl:1][C:2]1[CH:3]=[CH:4][C:5]([C:28]([F:29])([F:31])[F:30])=[C:6]([CH:27]=1)[CH2:7][N:8]1[CH2:13][CH2:12][NH:11][C:10]2[N:14]=[CH:15][C:16]([C:18]3[CH:19]=[CH:20][C:21]([C:22]([N:44]4[CH2:45][CH2:46][N:41]([C:35]5[C:36]6[S:40][CH:39]=[CH:38][C:37]=6[N:32]=[CH:33][N:34]=5)[CH2:42][CH2:43]4)=[O:23])=[CH:25][CH:26]=3)=[CH:17][C:9]1=2. (3) Given the reactants [CH2:1]([C:5]1=[CH:6][N:7]([C:24]([CH3:27])([CH3:26])[CH3:25])[S:8]/[C:9]/1=[N:10]\[C:11]([C@:13]1([CH3:23])[CH2:17][CH2:16][C@H:15]([C:18]([OH:20])=O)[C:14]1([CH3:22])[CH3:21])=[O:12])[CH2:2][CH2:3][CH3:4].Cl.[CH2:29]([CH2:31][NH2:32])[OH:30], predict the reaction product. The product is: [CH2:1]([C:5]1=[CH:6][N:7]([C:24]([CH3:27])([CH3:26])[CH3:25])[S:8]/[C:9]/1=[N:10]\[C:11]([C@:13]1([CH3:23])[CH2:17][CH2:16][C@H:15]([C:18]([NH:32][CH2:31][CH2:29][OH:30])=[O:20])[C:14]1([CH3:21])[CH3:22])=[O:12])[CH2:2][CH2:3][CH3:4]. (4) Given the reactants [CH3:1][NH:2][CH:3]1[CH2:12][CH2:11][C:6]2([O:10][CH2:9][CH2:8][O:7]2)[CH2:5][CH2:4]1.[CH:13](=O)[C:14]1[CH:19]=[CH:18][CH:17]=[CH:16][CH:15]=1.CC(O)=O.[BH-](OC(C)=O)(OC(C)=O)OC(C)=O.[Na+], predict the reaction product. The product is: [CH2:13]([N:2]([CH3:1])[CH:3]1[CH2:12][CH2:11][C:6]2([O:7][CH2:8][CH2:9][O:10]2)[CH2:5][CH2:4]1)[C:14]1[CH:19]=[CH:18][CH:17]=[CH:16][CH:15]=1. (5) The product is: [N+:26]([C:29]1[CH:30]=[C:31]([C@H:35]([NH:37][C:2]2[C:11]3[C:6](=[C:7]([C:12]([O:14][CH3:15])=[O:13])[CH:8]=[CH:9][CH:10]=3)[N:5]=[CH:4][N:3]=2)[CH3:36])[CH:32]=[CH:33][CH:34]=1)([O-:28])=[O:27]. Given the reactants Cl[C:2]1[C:11]2[C:6](=[C:7]([C:12]([O:14][CH3:15])=[O:13])[CH:8]=[CH:9][CH:10]=2)[N:5]=[CH:4][N:3]=1.C(N(CC)C(C)C)(C)C.Cl.[N+:26]([C:29]1[CH:30]=[C:31]([C@H:35]([NH2:37])[CH3:36])[CH:32]=[CH:33][CH:34]=1)([O-:28])=[O:27].O, predict the reaction product. (6) Given the reactants [C:1]([N:8]1[CH:12]=[CH:11][N:10]=[CH:9]1)(N1C=CN=C1)=[S:2].N[C:14]1C=NC=C[C:19]=1[N:20]1[CH2:25][CH2:24][CH:23]([CH3:26])[CH:22]([NH:27][C:28](=[O:34])[O:29][C:30]([CH3:33])([CH3:32])[CH3:31])[CH2:21]1, predict the reaction product. The product is: [N:8]([C:12]1[CH:11]=[N:10][CH:9]=[CH:14][C:19]=1[N:20]1[CH2:25][CH2:24][CH:23]([CH3:26])[CH:22]([NH:27][C:28](=[O:34])[O:29][C:30]([CH3:33])([CH3:32])[CH3:31])[CH2:21]1)=[C:1]=[S:2].